This data is from Catalyst prediction with 721,799 reactions and 888 catalyst types from USPTO. The task is: Predict which catalyst facilitates the given reaction. (1) Reactant: [C:1]([C:5]1[CH:23]=[CH:22][C:8]([C:9]([NH:11][C:12]2[N:13]=[C:14]3[CH:19]=[CH:18][C:17](Cl)=[N:16][N:15]3[CH:21]=2)=[O:10])=[CH:7][CH:6]=1)([CH3:4])([CH3:3])[CH3:2].C(O)C. Product: [C:1]([C:5]1[CH:23]=[CH:22][C:8]([C:9]([NH:11][C:12]2[N:13]=[C:14]3[CH:19]=[CH:18][CH:17]=[N:16][N:15]3[CH:21]=2)=[O:10])=[CH:7][CH:6]=1)([CH3:4])([CH3:2])[CH3:3]. The catalyst class is: 481. (2) Reactant: C[O:2][C:3](=[O:25])[C:4]1[CH:9]=[CH:8][CH:7]=[C:6]([C:10]#[C:11][C:12]2[CH:17]=[CH:16][C:15]([C:18]3[CH:23]=[CH:22][CH:21]=[CH:20][CH:19]=3)=[CH:14][CH:13]=2)[C:5]=1[NH2:24].CC(C)([O-])C.[K+].O. Product: [C:15]1([C:18]2[CH:23]=[CH:22][CH:21]=[CH:20][CH:19]=2)[CH:16]=[CH:17][C:12]([C:11]2[NH:24][C:5]3[C:6]([CH:10]=2)=[CH:7][CH:8]=[CH:9][C:4]=3[C:3]([OH:2])=[O:25])=[CH:13][CH:14]=1. The catalyst class is: 37. (3) Reactant: [NH2:1][C:2]1[CH:24]=[CH:23][C:5]([CH2:6][C:7]2[C:15]3[C:10](=[CH:11][CH:12]=[CH:13][CH:14]=3)[N:9]([CH2:16][C:17]([O:19][CH2:20][CH3:21])=[O:18])[C:8]=2[CH3:22])=[CH:4][CH:3]=1.C(N(CC)CC)C.[CH:32]1[C:41]2[C:36](=[CH:37][CH:38]=[CH:39][CH:40]=2)[CH:35]=[CH:34][C:33]=1[C:42](Cl)=[O:43]. Product: [CH:32]1[C:41]2[C:36](=[CH:37][CH:38]=[CH:39][CH:40]=2)[CH:35]=[CH:34][C:33]=1[C:42]([NH:1][C:2]1[CH:3]=[CH:4][C:5]([CH2:6][C:7]2[C:15]3[C:10](=[CH:11][CH:12]=[CH:13][CH:14]=3)[N:9]([CH2:16][C:17]([O:19][CH2:20][CH3:21])=[O:18])[C:8]=2[CH3:22])=[CH:23][CH:24]=1)=[O:43]. The catalyst class is: 4. (4) Reactant: Cl.Cl.[Cl:3][C:4]1[CH:5]=[C:6](/[CH:16]=[CH:17]/[C:18]([O:20][CH2:21][CH3:22])=[O:19])[CH:7]=[N:8][C:9]=1[NH:10][C@@H:11]1[CH2:15][CH2:14][NH:13][CH2:12]1.CCN(CC)CC.[C:30](Cl)(=[O:37])[C:31]1[CH:36]=[CH:35][CH:34]=[CH:33][CH:32]=1.O. Product: [C:30]([N:13]1[CH2:14][CH2:15][C@@H:11]([NH:10][C:9]2[N:8]=[CH:7][C:6](/[CH:16]=[CH:17]/[C:18]([O:20][CH2:21][CH3:22])=[O:19])=[CH:5][C:4]=2[Cl:3])[CH2:12]1)(=[O:37])[C:31]1[CH:36]=[CH:35][CH:34]=[CH:33][CH:32]=1. The catalyst class is: 4. (5) Reactant: [Cl:1][C:2]1[CH:7]=[CH:6][C:5]([C:8]2[NH:12][C:11](=[O:13])[N:10]([CH2:14][C:15]([NH:17][CH:18]([C:21]3[CH:26]=[CH:25][CH:24]=[C:23]([C:27]([F:30])([F:29])[F:28])[CH:22]=3)[CH2:19]C)=[O:16])[N:9]=2)=[CH:4][CH:3]=1.[C:31](=O)([O-])[O-].[Cs+].[Cs+].[I-].[Na+].Cl[CH2:40][C:41]1[CH:50]=[CH:49][C:44]([C:45]([O:47][CH3:48])=[O:46])=[CH:43][CH:42]=1. Product: [Cl:1][C:2]1[CH:7]=[CH:6][C:5]([C:8]2[N:12]([CH2:40][C:41]3[CH:50]=[CH:49][C:44]([C:45]([O:47][CH3:48])=[O:46])=[CH:43][CH:42]=3)[C:11](=[O:13])[N:10]([CH2:14][C:15]([NH:17][C:18]([CH3:31])([C:21]3[CH:26]=[CH:25][CH:24]=[C:23]([C:27]([F:29])([F:30])[F:28])[CH:22]=3)[CH3:19])=[O:16])[N:9]=2)=[CH:4][CH:3]=1. The catalyst class is: 95. (6) Reactant: [CH3:1][O:2][C:3]1[CH:8]=[CH:7][N:6]=[C:5]([NH2:9])[N:4]=1.[N+:10]([C:12]1[CH:21]=[CH:20][C:15]2[O:16][CH2:17][CH2:18][O:19][C:14]=2[CH:13]=1)#[C-:11].[F:22][CH2:23][CH2:24][O:25][C:26]1[CH:33]=[C:32]([CH3:34])[C:29]([CH:30]=O)=[C:28]([CH3:35])[CH:27]=1.[Cl-].[In+3].[Cl-].[Cl-]. Product: [O:16]1[CH2:17][CH2:18][O:19][C:14]2[CH:13]=[C:12]([NH:10][C:11]3[N:4]4[C:3]([O:2][CH3:1])=[CH:8][CH:7]=[N:6][C:5]4=[N:9][C:30]=3[C:29]3[C:28]([CH3:35])=[CH:27][C:26]([O:25][CH2:24][CH2:23][F:22])=[CH:33][C:32]=3[CH3:34])[CH:21]=[CH:20][C:15]1=2. The catalyst class is: 11. (7) Product: [CH2:1]([Sn:5]([CH2:20][CH2:19][CH2:18][CH3:17])([CH2:22][C:12]1[C:21]2[C:16](=[CH:17][CH:18]=[CH:19][CH:20]=2)[CH:15]=[CH:14][CH:13]=1)[CH2:6][C:7]1[C:13]2[C:12](=[CH:21][CH:16]=[CH:15][CH:14]=2)[CH:22]=[CH:9][CH:8]=1)[CH2:2][CH2:3][CH3:4]. The catalyst class is: 27. Reactant: [CH2:1]([Sn:5](Cl)(Cl)[CH2:6][CH2:7][CH2:8][CH3:9])[CH2:2][CH2:3][CH3:4].[C:12]1([CH2:22][Mg]Cl)[C:21]2[C:16](=[CH:17][CH:18]=[CH:19][CH:20]=2)[CH:15]=[CH:14][CH:13]=1.Cl.